From a dataset of NCI-60 drug combinations with 297,098 pairs across 59 cell lines. Regression. Given two drug SMILES strings and cell line genomic features, predict the synergy score measuring deviation from expected non-interaction effect. (1) Drug 1: CC1=C(C=C(C=C1)C(=O)NC2=CC(=CC(=C2)C(F)(F)F)N3C=C(N=C3)C)NC4=NC=CC(=N4)C5=CN=CC=C5. Drug 2: CC1=C(C(=O)C2=C(C1=O)N3CC4C(C3(C2COC(=O)N)OC)N4)N. Cell line: TK-10. Synergy scores: CSS=-3.14, Synergy_ZIP=-0.711, Synergy_Bliss=-1.37, Synergy_Loewe=-15.4, Synergy_HSA=-6.59. (2) Drug 1: CCC1(CC2CC(C3=C(CCN(C2)C1)C4=CC=CC=C4N3)(C5=C(C=C6C(=C5)C78CCN9C7C(C=CC9)(C(C(C8N6C=O)(C(=O)OC)O)OC(=O)C)CC)OC)C(=O)OC)O.OS(=O)(=O)O. Drug 2: C1CN1C2=NC(=NC(=N2)N3CC3)N4CC4. Cell line: NCI-H460. Synergy scores: CSS=46.1, Synergy_ZIP=4.28, Synergy_Bliss=1.05, Synergy_Loewe=-6.44, Synergy_HSA=-3.02. (3) Drug 1: C1=NC2=C(N1)C(=S)N=CN2. Drug 2: N.N.Cl[Pt+2]Cl. Cell line: BT-549. Synergy scores: CSS=26.2, Synergy_ZIP=-11.2, Synergy_Bliss=-9.14, Synergy_Loewe=-9.00, Synergy_HSA=-5.77. (4) Drug 1: CCC1=C2CN3C(=CC4=C(C3=O)COC(=O)C4(CC)O)C2=NC5=C1C=C(C=C5)O. Drug 2: CN(C(=O)NC(C=O)C(C(C(CO)O)O)O)N=O. Cell line: NCIH23. Synergy scores: CSS=32.3, Synergy_ZIP=2.03, Synergy_Bliss=5.44, Synergy_Loewe=-34.5, Synergy_HSA=-1.62. (5) Drug 1: CCC1(CC2CC(C3=C(CCN(C2)C1)C4=CC=CC=C4N3)(C5=C(C=C6C(=C5)C78CCN9C7C(C=CC9)(C(C(C8N6C)(C(=O)OC)O)OC(=O)C)CC)OC)C(=O)OC)O.OS(=O)(=O)O. Drug 2: CS(=O)(=O)OCCCCOS(=O)(=O)C. Cell line: EKVX. Synergy scores: CSS=3.14, Synergy_ZIP=-0.0127, Synergy_Bliss=2.66, Synergy_Loewe=-0.0254, Synergy_HSA=-0.120. (6) Drug 1: CN(C(=O)NC(C=O)C(C(C(CO)O)O)O)N=O. Cell line: UACC-257. Synergy scores: CSS=5.49, Synergy_ZIP=-0.692, Synergy_Bliss=-0.880, Synergy_Loewe=-1.87, Synergy_HSA=-3.26. Drug 2: C1C(C(OC1N2C=NC(=NC2=O)N)CO)O.